Task: Predict the product of the given reaction.. Dataset: Forward reaction prediction with 1.9M reactions from USPTO patents (1976-2016) (1) Given the reactants [F:1][C:2]1[CH:3]=[N:4][C:5]2[C:10]([C:11]=1[CH:12]([CH3:31])[C:13]([C:15]13[CH2:22][CH2:21][C:18]([NH:23][C:24](=[O:30])[O:25][C:26]([CH3:29])([CH3:28])[CH3:27])([CH2:19][CH2:20]1)[CH2:17][O:16]3)=[O:14])=[N:9][C:8]([O:32][CH3:33])=[CH:7][CH:6]=2.[BH4-].[Na+], predict the reaction product. The product is: [F:1][C:2]1[CH:3]=[N:4][C:5]2[C:10]([C:11]=1[CH:12]([CH3:31])[CH:13]([C:15]13[CH2:20][CH2:19][C:18]([NH:23][C:24](=[O:30])[O:25][C:26]([CH3:27])([CH3:29])[CH3:28])([CH2:21][CH2:22]1)[CH2:17][O:16]3)[OH:14])=[N:9][C:8]([O:32][CH3:33])=[CH:7][CH:6]=2. (2) The product is: [CH3:25][N:26]([CH2:28][C:29]1[C:37]2[O:36][N:35]=[C:34]([CH2:38][CH2:39][CH:40]3[CH2:45][CH2:44][N:43]([CH2:23][C:20]4([CH2:19][O:18][Si:1]([C:14]([CH3:17])([CH3:16])[CH3:15])([C:8]5[CH:13]=[CH:12][CH:11]=[CH:10][CH:9]=5)[C:2]5[CH:3]=[CH:4][CH:5]=[CH:6][CH:7]=5)[CH2:22][CH2:21]4)[CH2:42][CH2:41]3)[C:33]=2[CH:32]=[CH:31][C:30]=1[O:46][CH2:47][CH:48]1[CH2:49][CH2:50]1)[CH3:27]. Given the reactants [Si:1]([O:18][CH2:19][C:20]1([CH:23]=O)[CH2:22][CH2:21]1)([C:14]([CH3:17])([CH3:16])[CH3:15])([C:8]1[CH:13]=[CH:12][CH:11]=[CH:10][CH:9]=1)[C:2]1[CH:7]=[CH:6][CH:5]=[CH:4][CH:3]=1.[CH3:25][N:26]([CH2:28][C:29]1[C:37]2[O:36][N:35]=[C:34]([CH2:38][CH2:39][CH:40]3[CH2:45][CH2:44][NH:43][CH2:42][CH2:41]3)[C:33]=2[CH:32]=[CH:31][C:30]=1[O:46][CH2:47][CH:48]1[CH2:50][CH2:49]1)[CH3:27], predict the reaction product.